This data is from NCI-60 drug combinations with 297,098 pairs across 59 cell lines. The task is: Regression. Given two drug SMILES strings and cell line genomic features, predict the synergy score measuring deviation from expected non-interaction effect. (1) Drug 1: C1C(C(OC1N2C=C(C(=O)NC2=O)F)CO)O. Drug 2: CCC(=C(C1=CC=CC=C1)C2=CC=C(C=C2)OCCN(C)C)C3=CC=CC=C3.C(C(=O)O)C(CC(=O)O)(C(=O)O)O. Cell line: HL-60(TB). Synergy scores: CSS=11.5, Synergy_ZIP=-1.41, Synergy_Bliss=3.64, Synergy_Loewe=-9.87, Synergy_HSA=-0.902. (2) Drug 1: CC(C)NC(=O)C1=CC=C(C=C1)CNNC.Cl. Drug 2: CC1=C(C(=O)C2=C(C1=O)N3CC4C(C3(C2COC(=O)N)OC)N4)N. Cell line: DU-145. Synergy scores: CSS=6.94, Synergy_ZIP=38.2, Synergy_Bliss=39.1, Synergy_Loewe=33.2, Synergy_HSA=31.9.